Dataset: Retrosynthesis with 50K atom-mapped reactions and 10 reaction types from USPTO. Task: Predict the reactants needed to synthesize the given product. (1) Given the product Nc1cccc2c1ccn2-c1ncc(C(F)(F)F)cc1Cl, predict the reactants needed to synthesize it. The reactants are: FC(F)(F)c1cnc(Cl)c(Cl)c1.Nc1cccc2[nH]ccc12. (2) Given the product CC(C)C(CS(=O)(=O)N1CCN(c2ccc(Br)cc2)CC1)C(=O)OC(C)(C)C, predict the reactants needed to synthesize it. The reactants are: Brc1ccc(N2CCNCC2)cc1.CC(C)C(CS(=O)(=O)Cl)C(=O)OC(C)(C)C. (3) Given the product COc1cccc2c1C[C@H]1N(C(=O)C3CCCC3)CC[C@]2(C)C1(C)C, predict the reactants needed to synthesize it. The reactants are: COc1cccc2c1C[C@H]1NCC[C@]2(C)C1(C)C.O=C(O)C1CCCC1. (4) Given the product c1ccc(-c2nc(NC3CCNCC3)nc3nccnc23)cc1, predict the reactants needed to synthesize it. The reactants are: CC(C)(C)OC(=O)N1CCC(Nc2nc(-c3ccccc3)c3nccnc3n2)CC1. (5) Given the product CC(=O)c1c(F)cc(I)cc1F, predict the reactants needed to synthesize it. The reactants are: CC(O)c1c(F)cc(I)cc1F.[O-]Cl. (6) The reactants are: CC(C)C=O.CN(C)C(=O)c1ccc(-n2cc3c(n2)CCNCC3)cc1. Given the product CC(C)CN1CCc2cn(-c3ccc(C(=O)N(C)C)cc3)nc2CC1, predict the reactants needed to synthesize it.